Task: Regression. Given a peptide amino acid sequence and an MHC pseudo amino acid sequence, predict their binding affinity value. This is MHC class I binding data.. Dataset: Peptide-MHC class I binding affinity with 185,985 pairs from IEDB/IMGT The peptide sequence is FSYFFPSL. The MHC is H-2-Db with pseudo-sequence H-2-Db. The binding affinity (normalized) is 0.464.